Regression/Classification. Given a drug SMILES string, predict its toxicity properties. Task type varies by dataset: regression for continuous values (e.g., LD50, hERG inhibition percentage) or binary classification for toxic/non-toxic outcomes (e.g., AMES mutagenicity, cardiotoxicity, hepatotoxicity). Dataset: ld50_zhu. From a dataset of Acute oral toxicity (LD50) regression data from Zhu et al.. (1) The drug is Cc1cccnc1N. The rat oral LD50 is 3.03, given as -log10 of the dose in mol/kg body weight (higher means more acutely toxic). (2) The molecule is CCOP(=O)(OCC)OCC. The rat oral LD50 is 2.06, given as -log10 of the dose in mol/kg body weight (higher means more acutely toxic).